From a dataset of Experimental lipophilicity measurements (octanol/water distribution) for 4,200 compounds from AstraZeneca. Regression/Classification. Given a drug SMILES string, predict its absorption, distribution, metabolism, or excretion properties. Task type varies by dataset: regression for continuous measurements (e.g., permeability, clearance, half-life) or binary classification for categorical outcomes (e.g., BBB penetration, CYP inhibition). For this dataset (lipophilicity_astrazeneca), we predict Y. (1) The compound is NC(=O)C(c1ccccc1)(c1ccccc1)[C@@H]1CCN(CCc2ccc3c(c2)CCO3)C1. The Y is 2.79 logD. (2) The compound is CC#Cc1ccnc(-c2cc(C3(C4CC4)N=C(C)C(N)=N3)ccc2O)c1. The Y is 3.60 logD.